Dataset: Cav3 T-type calcium channel HTS with 100,875 compounds. Task: Binary Classification. Given a drug SMILES string, predict its activity (active/inactive) in a high-throughput screening assay against a specified biological target. (1) The compound is O=C1CC(Cc2nc(ncc12)NC(=O)c1cc(OC)ccc1)c1c(OC)cc(OC)cc1. The result is 0 (inactive). (2) The molecule is o1c(c(c2c1ccc(O)c2)C(=O)N(C)C)c1ccccc1. The result is 0 (inactive). (3) The result is 0 (inactive). The compound is S(=O)(=O)(Nc1cc(ccc1)C(O)=O)c1cc(C(=O)N2CCCCC2)ccc1OC.